Dataset: Reaction yield outcomes from USPTO patents with 853,638 reactions. Task: Predict the reaction yield, written as a fraction of the theoretical maximum amount of product (1.0 means a 100% yield; for example, 0.34 means a 34% yield). The reactants are [C:1]([C:3]1[CH:8]=[CH:7][CH:6]=[CH:5][C:4]=1[C:9]1[CH:14]=[CH:13][CH:12]=[C:11](OS(C(F)(F)F)(=O)=O)[CH:10]=1)#[N:2].C([O-])(=O)C.[K+].[B:28]1([B:28]2[O:32][C:31]([CH3:34])([CH3:33])[C:30]([CH3:36])([CH3:35])[O:29]2)[O:32][C:31]([CH3:34])([CH3:33])[C:30]([CH3:36])([CH3:35])[O:29]1. The catalyst is O1CCOCC1.C1C=CC([PH+]([C]2[CH][CH][CH][CH]2)C2C=CC=CC=2)=CC=1.C1C=CC([PH+]([C]2[CH][CH][CH][CH]2)C2C=CC=CC=2)=CC=1.C(Cl)Cl.Cl[Pd]Cl.[Fe].C1(P(C2C=CC=CC=2)[C-]2C=CC=C2)C=CC=CC=1.[C-]1(P(C2C=CC=CC=2)C2C=CC=CC=2)C=CC=C1.[Fe+2]. The product is [CH3:35][C:30]1([CH3:36])[C:31]([CH3:34])([CH3:33])[O:32][B:28]([C:11]2[CH:10]=[C:9]([C:4]3[C:3]([C:1]#[N:2])=[CH:8][CH:7]=[CH:6][CH:5]=3)[CH:14]=[CH:13][CH:12]=2)[O:29]1. The yield is 0.850.